Dataset: Forward reaction prediction with 1.9M reactions from USPTO patents (1976-2016). Task: Predict the product of the given reaction. (1) Given the reactants [Cl:1][C:2]1[CH:7]=[CH:6][CH:5]=[C:4]([F:8])[C:3]=1[C:9]1[NH:13][C:12](=[O:14])[N:11]([C:15]2[CH:23]=[CH:22][C:18]([C:19](O)=[O:20])=[C:17]([O:24][CH3:25])[CH:16]=2)[N:10]=1.C(N(C(C)C)CC)(C)C.CN(C(ON1N=NC2C=CC=CC1=2)=[N+](C)C)C.[B-](F)(F)(F)F.[F:57][C:58]([F:68])([F:67])[C:59]1[CH:64]=[CH:63][CH:62]=[CH:61][C:60]=1[CH2:65][NH2:66], predict the reaction product. The product is: [Cl:1][C:2]1[CH:7]=[CH:6][CH:5]=[C:4]([F:8])[C:3]=1[C:9]1[NH:13][C:12](=[O:14])[N:11]([C:15]2[CH:23]=[CH:22][C:18]([C:19]([NH:66][CH2:65][C:60]3[CH:61]=[CH:62][CH:63]=[CH:64][C:59]=3[C:58]([F:57])([F:67])[F:68])=[O:20])=[C:17]([O:24][CH3:25])[CH:16]=2)[N:10]=1. (2) Given the reactants [CH3:1][O:2][C:3]1[CH:4]=[C:5]([C:11]2[NH:15][N:14]=[C:13]([CH3:16])[C:12]=2[N+:17]([O-])=O)[CH:6]=[CH:7][C:8]=1[O:9][CH3:10], predict the reaction product. The product is: [CH3:1][O:2][C:3]1[CH:4]=[C:5]([C:11]2[NH:15][N:14]=[C:13]([CH3:16])[C:12]=2[NH2:17])[CH:6]=[CH:7][C:8]=1[O:9][CH3:10]. (3) Given the reactants [N:1]1[CH:6]=[CH:5][CH:4]=[CH:3][C:2]=1[C:7]1[CH:16]=[CH:15][CH:14]=[C:13]2[C:8]=1[CH2:9][CH2:10][NH:11][CH2:12]2.[Br:17][C:18]1[N:19]=[CH:20][C:21]([O:32][CH3:33])=[C:22]2[C:26]([C:27](=[O:31])[C:28](O)=[O:29])=[CH:25][NH:24][C:23]=12.CCN(C(C)C)C(C)C.[B-](F)(F)(F)F.CN(C(ON1N=NC2C1=CC=CC=2)=[N+](C)C)C, predict the reaction product. The product is: [Br:17][C:18]1[N:19]=[CH:20][C:21]([O:32][CH3:33])=[C:22]2[C:26]([C:27](=[O:31])[C:28]([N:11]3[CH2:10][CH2:9][C:8]4[C:13](=[CH:14][CH:15]=[CH:16][C:7]=4[C:2]4[CH:3]=[CH:4][CH:5]=[CH:6][N:1]=4)[CH2:12]3)=[O:29])=[CH:25][NH:24][C:23]=12. (4) Given the reactants [Cl:1][C:2]1[C:6]([Cl:7])=[C:5]([CH3:8])[NH:4][C:3]=1[C:9]([NH:11][CH:12]1[CH2:17][CH2:16][N:15](C(OC(C)(C)C)=O)[CH2:14][CH2:13]1)=[O:10].[C:25]([OH:31])([C:27]([F:30])([F:29])[F:28])=[O:26], predict the reaction product. The product is: [F:28][C:27]([F:30])([F:29])[C:25]([O-:31])=[O:26].[Cl:1][C:2]1[C:6]([Cl:7])=[C:5]([CH3:8])[NH:4][C:3]=1[C:9]([NH:11][CH:12]1[CH2:17][CH2:16][NH2+:15][CH2:14][CH2:13]1)=[O:10]. (5) Given the reactants [Cl:1][C:2]1[C:3]([N:17]2[CH2:22][CH2:21][CH2:20][C@@H:19]([N:23](C)[C:24](=O)OC(C)(C)C)[CH2:18]2)=[C:4]2[C:10]([NH:11][C:12](=[O:16])[CH:13]([CH3:15])[CH3:14])=[CH:9][NH:8][C:5]2=[N:6][CH:7]=1.C(O)(C(F)(F)F)=O, predict the reaction product. The product is: [ClH:1].[Cl:1][C:2]1[C:3]([N:17]2[CH2:22][CH2:21][CH2:20][C@@H:19]([NH:23][CH3:24])[CH2:18]2)=[C:4]2[C:10]([NH:11][C:12](=[O:16])[CH:13]([CH3:15])[CH3:14])=[CH:9][NH:8][C:5]2=[N:6][CH:7]=1. (6) Given the reactants C[N:2]1[C:10]2[C:5](=[CH:6][C:7]([OH:11])=[CH:8][CH:9]=2)[CH:4]=[C:3]1CN(C)CC#C.[Br:18][CH2:19][CH2:20]Br.C(=O)([O-])[O-].[K+].[K+], predict the reaction product. The product is: [Br:18][CH2:19][CH2:20][O:11][C:7]1[CH:6]=[C:5]2[C:10](=[CH:9][CH:8]=1)[NH:2][CH:3]=[CH:4]2. (7) Given the reactants [C:1]([C:3]1[CH:8]=[CH:7][C:6]([N:9]2[CH2:14][CH2:13][CH2:12][C@H:11]([NH:15][C@@H:16]3[CH2:21][CH2:20][CH2:19][CH2:18][C@H:17]3[NH:22][C:23](=[O:35])CC3C4C(=CC=CC=4)N(C)C=3)[CH2:10]2)=[CH:5][CH:4]=1)#[N:2].C(Cl)(=O)[O:37][CH2:38][C:39]1[CH:44]=[CH:43][CH:42]=[C:41]([Cl:45])[CH:40]=1, predict the reaction product. The product is: [C:1]([C:3]1[CH:8]=[CH:7][C:6]([N:9]2[CH2:14][CH2:13][CH2:12][C@H:11]([NH:15][C@@H:16]3[CH2:21][CH2:20][CH2:19][CH2:18][C@H:17]3[NH:22][C:23](=[O:35])[O:37][CH2:38][C:39]3[CH:44]=[CH:43][CH:42]=[C:41]([Cl:45])[CH:40]=3)[CH2:10]2)=[CH:5][CH:4]=1)#[N:2]. (8) Given the reactants [NH2:1][CH:2]1[CH2:9][CH2:8][CH2:7][CH:6]=[CH:5][CH2:4][CH2:3]1.[N:10]([C:13]1[CH:21]=[CH:20][C:16]([C:17](O)=[O:18])=[CH:15][CH:14]=1)=[N+:11]=[N-:12].S(Cl)(Cl)=O.C(N(CC)CC)C, predict the reaction product. The product is: [N:10]([C:13]1[CH:14]=[CH:15][C:16]([C:17]([NH:1][CH:2]2[CH2:9][CH2:8][CH2:7][CH:6]=[CH:5][CH2:4][CH2:3]2)=[O:18])=[CH:20][CH:21]=1)=[N+:11]=[N-:12]. (9) Given the reactants [N:1]([CH:4]1[C:13]2[C:8](=[CH:9][CH:10]=[CH:11][CH:12]=2)[O:7][CH2:6][CH:5]1[CH2:14][C:15]1[CH:20]=[CH:19][CH:18]=[CH:17][CH:16]=1)=[N+]=[N-].[BH4-].[CH:22](=O)[C:23]1[CH:28]=[CH:27][CH:26]=[CH:25][CH:24]=1.C(O)(=O)C, predict the reaction product. The product is: [CH2:22]([NH:1][CH:4]1[C:13]2[C:8](=[CH:9][CH:10]=[CH:11][CH:12]=2)[O:7][CH2:6][CH:5]1[CH2:14][C:15]1[CH:20]=[CH:19][CH:18]=[CH:17][CH:16]=1)[C:23]1[CH:28]=[CH:27][CH:26]=[CH:25][CH:24]=1.